From a dataset of Reaction yield outcomes from USPTO patents with 853,638 reactions. Predict the reaction yield, written as a fraction of the theoretical maximum amount of product (1.0 means a 100% yield; for example, 0.34 means a 34% yield). (1) The product is [CH3:1][O:2][C:3](=[O:19])[C@@H:4]([NH:18][C:26](=[O:27])[C:25]1[CH:29]=[C:21]([Br:20])[CH:22]=[CH:23][C:24]=1[NH2:30])[CH2:5][C:6]1[CH:11]=[CH:10][C:9]([C:12]2[CH:17]=[CH:16][CH:15]=[CH:14][CH:13]=2)=[CH:8][CH:7]=1. The reactants are [CH3:1][O:2][C:3](=[O:19])[C@@H:4]([NH2:18])[CH2:5][C:6]1[CH:11]=[CH:10][C:9]([C:12]2[CH:17]=[CH:16][CH:15]=[CH:14][CH:13]=2)=[CH:8][CH:7]=1.[Br:20][C:21]1[CH:22]=[CH:23][C:24]([NH2:30])=[C:25]([CH:29]=1)[C:26](O)=[O:27]. The yield is 0.800. No catalyst specified. (2) The reactants are [Br:1][C:2]1[N:3]=[CH:4][C:5]([NH2:8])=[N:6][CH:7]=1.[CH2:9]([O:11][C:12]([C:14]1([CH2:27][CH:28]=O)[CH2:19][CH2:18][N:17]([C:20]([O:22][C:23]([CH3:26])([CH3:25])[CH3:24])=[O:21])[CH2:16][CH2:15]1)=[O:13])[CH3:10].C(O)(=O)C.[BH-](OC(C)=O)(OC(C)=O)OC(C)=O.[Na+]. The catalyst is ClC(Cl)C.C(Cl)Cl. The product is [CH2:9]([O:11][C:12]([C:14]1([CH2:27][CH2:28][NH:8][C:5]2[CH:4]=[N:3][C:2]([Br:1])=[CH:7][N:6]=2)[CH2:19][CH2:18][N:17]([C:20]([O:22][C:23]([CH3:26])([CH3:25])[CH3:24])=[O:21])[CH2:16][CH2:15]1)=[O:13])[CH3:10]. The yield is 0.770. (3) The reactants are [F:1][CH:2]([F:32])[C:3]1[N:7]([C:8]2[N:13]=[C:12]([N:14]3[CH2:19][CH2:18][O:17][CH2:16][CH2:15]3)[N:11]=[C:10]([N:20]3[CH2:25][CH2:24][NH:23][CH2:22][CH2:21]3)[N:9]=2)[C:6]2[CH:26]=[CH:27][CH:28]=[C:29]([O:30][CH3:31])[C:5]=2[N:4]=1.[Cl:33][CH:34]([CH3:38])[C:35](Cl)=[O:36]. The catalyst is C(Cl)Cl. The product is [Cl:33][CH:34]([CH3:38])[C:35]([N:23]1[CH2:24][CH2:25][N:20]([C:10]2[N:11]=[C:12]([N:14]3[CH2:15][CH2:16][O:17][CH2:18][CH2:19]3)[N:13]=[C:8]([N:7]3[C:6]4[CH:26]=[CH:27][CH:28]=[C:29]([O:30][CH3:31])[C:5]=4[N:4]=[C:3]3[CH:2]([F:1])[F:32])[N:9]=2)[CH2:21][CH2:22]1)=[O:36]. The yield is 0.890. (4) The reactants are I[C:2]1[CH:3]=[C:4]2[C:8](=[CH:9][CH:10]=1)[N:7]([CH:11]1[CH2:16][CH2:15][CH2:14][CH2:13][O:12]1)[N:6]=[C:5]2[CH:17]=[O:18].[N:19]1[CH:24]=[CH:23][CH:22]=[C:21](B(O)O)[CH:20]=1.[O-]P([O-])([O-])=O.[K+].[K+].[K+].O. The catalyst is O1CCOCC1. The product is [N:19]1[CH:24]=[CH:23][CH:22]=[C:21]([C:2]2[CH:3]=[C:4]3[C:8](=[CH:9][CH:10]=2)[N:7]([CH:11]2[CH2:16][CH2:15][CH2:14][CH2:13][O:12]2)[N:6]=[C:5]3[CH:17]=[O:18])[CH:20]=1. The yield is 0.470.